From a dataset of Full USPTO retrosynthesis dataset with 1.9M reactions from patents (1976-2016). Predict the reactants needed to synthesize the given product. (1) Given the product [CH3:24][C:3]1[C:2]([B:25]2[O:29][C:28]([CH3:31])([CH3:30])[C:27]([CH3:33])([CH3:32])[O:26]2)=[CH:23][CH:22]=[CH:21][C:4]=1[CH2:5][NH:6][C:7]1[CH:20]=[CH:19][C:10]2[C@H:11]([CH2:14][C:15]([O:17][CH3:18])=[O:16])[CH2:12][O:13][C:9]=2[CH:8]=1, predict the reactants needed to synthesize it. The reactants are: Br[C:2]1[C:3]([CH3:24])=[C:4]([CH:21]=[CH:22][CH:23]=1)[CH2:5][NH:6][C:7]1[CH:20]=[CH:19][C:10]2[C@H:11]([CH2:14][C:15]([O:17][CH3:18])=[O:16])[CH2:12][O:13][C:9]=2[CH:8]=1.[B:25]1([B:25]2[O:29][C:28]([CH3:31])([CH3:30])[C:27]([CH3:33])([CH3:32])[O:26]2)[O:29][C:28]([CH3:31])([CH3:30])[C:27]([CH3:33])([CH3:32])[O:26]1.C([O-])(=O)C.[K+].C(OCC)(=O)C. (2) Given the product [Cl:1][C:2]1[CH:3]=[C:4]([S:8]([NH:11][C:12]2[CH:20]=[CH:19][C:15]([C:16]([O:18][CH2:14][CH2:13][CH2:12][CH2:20][CH3:19])=[O:17])=[C:14]([OH:21])[CH:13]=2)(=[O:9])=[O:10])[S:5][C:6]=1[Cl:7], predict the reactants needed to synthesize it. The reactants are: [Cl:1][C:2]1[CH:3]=[C:4]([S:8]([NH:11][C:12]2[CH:20]=[CH:19][C:15]([C:16]([OH:18])=[O:17])=[C:14]([OH:21])[CH:13]=2)(=[O:10])=[O:9])[S:5][C:6]=1[Cl:7]. (3) Given the product [C:1]([O:5][C:6]([NH:8][C@H:9]([C:13]1[CH:14]=[CH:15][C:16]([O:19][CH2:20][CH2:21][CH2:22][O:23][CH3:24])=[CH:17][CH:18]=1)[C:10]([OH:12])=[O:11])=[O:7])([CH3:4])([CH3:3])[CH3:2], predict the reactants needed to synthesize it. The reactants are: [C:1]([O:5][C:6]([NH:8][CH:9]([C:13]1[CH:18]=[CH:17][C:16]([O:19][CH2:20][CH2:21][CH2:22][O:23][CH3:24])=[CH:15][CH:14]=1)[C:10]([OH:12])=[O:11])=[O:7])([CH3:4])([CH3:3])[CH3:2].C(OC(NC(C1C=CC(OCCN2CCCC2)=CC=1)C(O)=O)=O)(C)(C)C.BrCCCOC.